From a dataset of Forward reaction prediction with 1.9M reactions from USPTO patents (1976-2016). Predict the product of the given reaction. (1) Given the reactants [CH3:1][CH:2]1[C:11]2[C:6](=[CH:7][CH:8]=[CH:9][C:10]=2[O:12][C:13]2[N:18]=[CH:17][C:16]([NH2:19])=[CH:15][N:14]=2)[O:5][CH2:4][CH2:3]1.[CH3:20][C:21]([O:24][C:25]([NH:27][C@:28]([CH3:40])([CH2:38][CH3:39])[C:29](=[O:37])SC1C=CC=CN=1)=[O:26])([CH3:23])[CH3:22], predict the reaction product. The product is: [CH3:40][C@:28]([NH:27][C:25](=[O:26])[O:24][C:21]([CH3:23])([CH3:22])[CH3:20])([C:29]([NH:19][C:16]1[CH:17]=[N:18][C:13]([O:12][C:10]2[CH:9]=[CH:8][CH:7]=[C:6]3[C:11]=2[CH:2]([CH3:1])[CH2:3][CH2:4][O:5]3)=[N:14][CH:15]=1)=[O:37])[CH2:38][CH3:39]. (2) Given the reactants [OH-:1].[Na+].[CH:3]([NH:6][CH2:7][C:8]([CH3:11])([NH2:10])[CH3:9])([CH3:5])[CH3:4].[CH:12](Cl)(Cl)Cl.[CH2:16]([C:18]([CH3:20])=O)[CH3:17], predict the reaction product. The product is: [CH:3]([N:6]1[CH2:7][C:8]([CH3:11])([CH3:9])[NH:10][C:18]([CH2:16][CH3:17])([CH3:12])[C:20]1=[O:1])([CH3:5])[CH3:4].